Dataset: Forward reaction prediction with 1.9M reactions from USPTO patents (1976-2016). Task: Predict the product of the given reaction. Given the reactants [CH2:1]([N:8]1[CH2:14][CH2:13][CH2:12][C:11]([C:16]2[CH:21]=[CH:20][CH:19]=[CH:18][C:17]=2[CH2:22]O)([OH:15])[CH2:10][CH2:9]1)[C:2]1[CH:7]=[CH:6][CH:5]=[CH:4][CH:3]=1.C(N(CC)CC)C.CS(Cl)(=O)=O, predict the reaction product. The product is: [CH2:1]([N:8]1[CH2:14][CH2:13][CH2:12][C:11]2([C:16]3[CH:21]=[CH:20][CH:19]=[CH:18][C:17]=3[CH2:22][O:15]2)[CH2:10][CH2:9]1)[C:2]1[CH:7]=[CH:6][CH:5]=[CH:4][CH:3]=1.